This data is from Reaction yield outcomes from USPTO patents with 853,638 reactions. The task is: Predict the reaction yield, written as a fraction of the theoretical maximum amount of product (1.0 means a 100% yield; for example, 0.34 means a 34% yield). (1) The reactants are [CH3:1][O:2][C:3]1[C:8]([O:9][CH3:10])=[C:7]([O:11][CH3:12])[CH:6]=[C:5]([CH3:13])[C:4]=1[CH:14]([C:16]1[C:17]([O:27][CH3:28])=[N:18][CH:19]=[C:20]([Br:26])[C:21]=1[C:22]([F:25])([F:24])[F:23])[OH:15]. The catalyst is C1(C)C=CC=CC=1.[O-2].[O-2].[Mn+4]. The product is [CH3:1][O:2][C:3]1[C:8]([O:9][CH3:10])=[C:7]([O:11][CH3:12])[CH:6]=[C:5]([CH3:13])[C:4]=1[C:14]([C:16]1[C:17]([O:27][CH3:28])=[N:18][CH:19]=[C:20]([Br:26])[C:21]=1[C:22]([F:25])([F:23])[F:24])=[O:15]. The yield is 0.820. (2) The reactants are [F:1][C:2]([F:18])([F:17])[C:3]1[CH:8]=[CH:7][C:6]([C:9]2([CH:15]=O)[CH2:14][CH2:13][CH2:12][CH2:11][CH2:10]2)=[CH:5][CH:4]=1.[CH3:19][NH:20][CH3:21]. No catalyst specified. The product is [CH3:19][N:20]([CH3:21])[CH2:15][C:9]1([C:6]2[CH:7]=[CH:8][C:3]([C:2]([F:18])([F:17])[F:1])=[CH:4][CH:5]=2)[CH2:14][CH2:13][CH2:12][CH2:11][CH2:10]1. The yield is 0.330. (3) The product is [CH3:25][N:20]1[C:16]2([CH2:21][CH2:22][N:14]([C:10]3[CH:11]=[N:12][CH:13]=[C:8]([O:1][C:2]4[CH:3]=[CH:4][CH:5]=[CH:6][CH:7]=4)[CH:9]=3)[CH2:15]2)[CH2:17][CH2:18][CH2:19]1. The yield is 0.909. The catalyst is C(O)=O. The reactants are [O:1]([C:8]1[CH:9]=[C:10]([N:14]2[CH2:22][CH2:21][C:16]3([NH:20][CH2:19][CH2:18][CH2:17]3)[CH2:15]2)[CH:11]=[N:12][CH:13]=1)[C:2]1[CH:7]=[CH:6][CH:5]=[CH:4][CH:3]=1.C=O.[C:25](=O)(O)[O-].[Na+].